Predict the product of the given reaction. From a dataset of Forward reaction prediction with 1.9M reactions from USPTO patents (1976-2016). Given the reactants [OH-].[K+].Cl.[CH3:4][NH:5][CH3:6].[C:7]1([CH3:34])[CH:12]=[CH:11][C:10]([S:13]([N:16]2[CH2:22][C:21](=O)[CH2:20][N:19]([S:24]([C:27]3[CH:32]=[CH:31][C:30]([CH3:33])=[CH:29][CH:28]=3)(=[O:26])=[O:25])[CH2:18][CH2:17]2)(=[O:15])=[O:14])=[CH:9][CH:8]=1.C([BH3-])#N.[Na+].[OH-].[Na+], predict the reaction product. The product is: [C:7]1([CH3:34])[CH:12]=[CH:11][C:10]([S:13]([N:16]2[CH2:22][CH:21]([N:5]([CH3:6])[CH3:4])[CH2:20][N:19]([S:24]([C:27]3[CH:32]=[CH:31][C:30]([CH3:33])=[CH:29][CH:28]=3)(=[O:26])=[O:25])[CH2:18][CH2:17]2)(=[O:15])=[O:14])=[CH:9][CH:8]=1.